This data is from Reaction yield outcomes from USPTO patents with 853,638 reactions. The task is: Predict the reaction yield, written as a fraction of the theoretical maximum amount of product (1.0 means a 100% yield; for example, 0.34 means a 34% yield). The reactants are [Cl:1][C:2]1[C:3]([C:9]2[CH:14]=[C:13]([C:15]#[N:16])[CH:12]=[C:11]([NH:17][CH2:18][C:19]3[CH:24]=[CH:23][CH:22]=[C:21]([F:25])[CH:20]=3)[N:10]=2)=[CH:4][C:5](F)=[N:6][CH:7]=1.CS(C)=O.[C@H:30]1([NH2:37])[CH2:35][CH2:34][C@H:33]([NH2:36])[CH2:32][CH2:31]1. The catalyst is CCOC(C)=O. The product is [NH2:36][C@H:33]1[CH2:34][CH2:35][C@H:30]([NH:37][C:5]2[CH:4]=[C:3]([C:9]3[CH:14]=[C:13]([C:15]#[N:16])[CH:12]=[C:11]([NH:17][CH2:18][C:19]4[CH:24]=[CH:23][CH:22]=[C:21]([F:25])[CH:20]=4)[N:10]=3)[C:2]([Cl:1])=[CH:7][N:6]=2)[CH2:31][CH2:32]1. The yield is 0.800.